Dataset: Peptide-MHC class I binding affinity with 185,985 pairs from IEDB/IMGT. Task: Regression. Given a peptide amino acid sequence and an MHC pseudo amino acid sequence, predict their binding affinity value. This is MHC class I binding data. The peptide sequence is HTEFEGQVY. The MHC is HLA-A01:01 with pseudo-sequence HLA-A01:01. The binding affinity (normalized) is 0.823.